This data is from NCI-60 drug combinations with 297,098 pairs across 59 cell lines. The task is: Regression. Given two drug SMILES strings and cell line genomic features, predict the synergy score measuring deviation from expected non-interaction effect. Cell line: SF-295. Drug 1: CC1=C(C(CCC1)(C)C)C=CC(=CC=CC(=CC(=O)O)C)C. Synergy scores: CSS=8.87, Synergy_ZIP=17.5, Synergy_Bliss=15.0, Synergy_Loewe=7.98, Synergy_HSA=1.61. Drug 2: CC1CCC2CC(C(=CC=CC=CC(CC(C(=O)C(C(C(=CC(C(=O)CC(OC(=O)C3CCCCN3C(=O)C(=O)C1(O2)O)C(C)CC4CCC(C(C4)OC)O)C)C)O)OC)C)C)C)OC.